This data is from Full USPTO retrosynthesis dataset with 1.9M reactions from patents (1976-2016). The task is: Predict the reactants needed to synthesize the given product. (1) Given the product [F:8][C:4]1[C:3]([C:9]([F:12])([F:11])[F:10])=[C:2]([N:16]2[CH2:17][CH2:18][CH:14]([OH:13])[CH2:15]2)[CH:7]=[CH:6][CH:5]=1, predict the reactants needed to synthesize it. The reactants are: Br[C:2]1[CH:7]=[CH:6][CH:5]=[C:4]([F:8])[C:3]=1[C:9]([F:12])([F:11])[F:10].[OH:13][CH:14]1[CH2:18][CH2:17][NH:16][CH2:15]1. (2) Given the product [C:12]([O:11][C:9]([N:6]1[CH2:7][CH2:8][CH:3]([CH2:2][NH:1][C:24](=[O:25])[C:23]2[CH:27]=[CH:28][C:20]([C:16]([CH3:18])([CH3:17])[CH3:19])=[CH:21][CH:22]=2)[CH2:4][CH2:5]1)=[O:10])([CH3:15])([CH3:14])[CH3:13], predict the reactants needed to synthesize it. The reactants are: [NH2:1][CH2:2][CH:3]1[CH2:8][CH2:7][N:6]([C:9]([O:11][C:12]([CH3:15])([CH3:14])[CH3:13])=[O:10])[CH2:5][CH2:4]1.[C:16]([C:20]1[CH:28]=[CH:27][C:23]([C:24](Cl)=[O:25])=[CH:22][CH:21]=1)([CH3:19])([CH3:18])[CH3:17].C(N(CC)CC)C. (3) Given the product [F:1][C:2]1[C:3]([O:9][CH3:10])=[C:4]([NH:5][CH:13]([C:15]2[CH:16]=[C:17]([C:32]([N:34]([CH3:36])[CH3:35])=[O:33])[CH:18]=[C:19]3[C:24]=2[O:23][C:22]([N:25]2[CH2:30][CH2:29][O:28][CH2:27][CH2:26]2)=[CH:21][C:20]3=[O:31])[CH3:14])[CH:6]=[CH:7][CH:8]=1, predict the reactants needed to synthesize it. The reactants are: [F:1][C:2]1[C:3]([O:9][CH3:10])=[C:4]([CH:6]=[CH:7][CH:8]=1)[NH2:5].Br.Br[CH:13]([C:15]1[CH:16]=[C:17]([C:32]([N:34]([CH3:36])[CH3:35])=[O:33])[CH:18]=[C:19]2[C:24]=1[O:23][C:22]([N:25]1[CH2:30][CH2:29][O:28][CH2:27][CH2:26]1)=[CH:21][C:20]2=[O:31])[CH3:14].